The task is: Predict the product of the given reaction.. This data is from Forward reaction prediction with 1.9M reactions from USPTO patents (1976-2016). (1) Given the reactants [CH:1]1[C:14]2[C:5](=[CH:6][C:7]3[C:12]([CH:13]=2)=CC=CC=3)[CH:4]=[CH:3][CH:2]=1.S(=O)(=O)(O)O, predict the reaction product. The product is: [CH:13]1[C:14]2[C:5](=[CH:4][CH:3]=[CH:2][CH:1]=2)[CH:6]=[CH:7][CH:12]=1. (2) Given the reactants [F:1][C:2]1[CH:11]=[CH:10][C:5]2[O:6][CH2:7][CH2:8][O:9][C:4]=2[CH:3]=1.[CH3:12][O:13]C(Cl)Cl, predict the reaction product. The product is: [F:1][C:2]1[C:11]([CH:12]=[O:13])=[CH:10][C:5]2[O:6][CH2:7][CH2:8][O:9][C:4]=2[CH:3]=1. (3) Given the reactants [C:1]([C:5]1[CH:6]=[C:7]([N+:20]([O-])=O)[C:8]([O:18][CH3:19])=[C:9]([CH:11]([NH:16][CH3:17])[C:12]([F:15])([F:14])[F:13])[CH:10]=1)([CH3:4])([CH3:3])[CH3:2], predict the reaction product. The product is: [C:1]([C:5]1[CH:10]=[C:9]([CH:11]([NH:16][CH3:17])[C:12]([F:15])([F:14])[F:13])[C:8]([O:18][CH3:19])=[C:7]([CH:6]=1)[NH2:20])([CH3:4])([CH3:2])[CH3:3]. (4) Given the reactants [N:1]1[C:5]2[CH:6]=[CH:7][C:8]([C:10]([NH:12][NH2:13])=[O:11])=[CH:9][C:4]=2[NH:3][CH:2]=1.[F:14][C:15]1[CH:20]=[C:19]([F:21])[CH:18]=[CH:17][C:16]=1[CH2:22][CH2:23][C:24](O)=O, predict the reaction product. The product is: [F:14][C:15]1[CH:20]=[C:19]([F:21])[CH:18]=[CH:17][C:16]=1[CH2:22][CH2:23][C:24]1[O:11][C:10]([C:8]2[CH:7]=[CH:6][C:5]3[NH:1][CH:2]=[N:3][C:4]=3[CH:9]=2)=[N:12][N:13]=1. (5) Given the reactants [CH3:1][O:2][CH2:3][CH2:4][O:5][CH2:6][CH2:7][O:8][C:9]1[CH:14]=[CH:13][NH:12][C:11](=[S:15])[C:10]=1[CH3:16].[Cl:17][CH2:18][C:19]1[NH:20][C:21]2[CH:27]=[CH:26][CH:25]=[CH:24][C:22]=2[N:23]=1.[OH-].[Na+].C(O)C, predict the reaction product. The product is: [ClH:17].[CH3:1][O:2][CH2:3][CH2:4][O:5][CH2:6][CH2:7][O:8][C:9]1[CH:14]=[CH:13][N:12]=[C:11]([S:15][CH2:18][C:19]2[NH:23][C:22]3[CH:24]=[CH:25][CH:26]=[CH:27][C:21]=3[N:20]=2)[C:10]=1[CH3:16]. (6) The product is: [F:1][C:2]1[CH:3]=[N:4][C:5]2[CH:6]=[C:7]([F:16])[C:8](=[O:15])[N:9]3[CH2:25][C:23]([OH:27])([CH2:26][OH:28])[C:24]=1[C:10]=23. Given the reactants [F:1][C:2]1[CH:3]=[N:4][C:5]2[CH:6]=[C:7]([F:16])[C:8](=[O:15])[N:9]3CC(=C)C=1[C:10]=23.S([O-])([O-])=O.[Na+].[Na+].[C:23]([OH:27])([CH3:26])([CH3:25])[CH3:24].[OH2:28], predict the reaction product. (7) The product is: [C:18]([CH:20]([C@H:34]1[CH2:39][CH2:38][C@H:37]([O:40][CH3:41])[CH2:36][CH2:35]1)[CH2:21][CH2:22][C:23](=[O:30])[CH2:24][CH2:25][CH2:26][CH2:27][CH2:28][CH3:29])#[N:19]. Given the reactants C1(C)C=CC(S([O-])(=O)=O)=CC=1.[NH+]1C=CC=CC=1.[C:18]([CH:20]([C@H:34]1[CH2:39][CH2:38][C@H:37]([O:40][CH3:41])[CH2:36][CH2:35]1)[CH2:21][CH2:22][C:23]1(OCC[O:30]1)[CH2:24][CH2:25][CH2:26][CH2:27][CH2:28][CH3:29])#[N:19], predict the reaction product.